Dataset: Full USPTO retrosynthesis dataset with 1.9M reactions from patents (1976-2016). Task: Predict the reactants needed to synthesize the given product. (1) The reactants are: [CH2:1]([C:5]1[CH:10]=[CH:9][C:8]([CH:11]([CH3:15])[C:12](Cl)=[O:13])=[CH:7][CH:6]=1)[CH:2]([CH3:4])[CH3:3].CN(C)[C:18]1[CH:23]=[CH:22][C:21]([N:24]([CH3:29])[CH2:25][CH2:26][CH2:27][OH:28])=[CH:20][CH:19]=1.N1C=CC=CC=1. Given the product [CH2:1]([C:5]1[CH:10]=[CH:9][C:8]([CH:11]([CH3:15])[C:12]([O:28][CH2:27][CH2:26][CH2:25][N:24]([CH3:29])[C:21]2[CH:22]=[CH:23][CH:18]=[CH:19][CH:20]=2)=[O:13])=[CH:7][CH:6]=1)[CH:2]([CH3:4])[CH3:3], predict the reactants needed to synthesize it. (2) Given the product [Br:3][C:4]1[N:5]([C:17]2[C:26]3[C:21](=[CH:22][CH:23]=[CH:24][CH:25]=3)[C:20]([CH:27]3[CH2:29][CH2:28]3)=[CH:19][CH:18]=2)[C:6]([SH:9])=[N:7][N:8]=1, predict the reactants needed to synthesize it. The reactants are: [OH-].[Li+].[Br:3][C:4]1[N:5]([C:17]2[C:26]3[C:21](=[CH:22][CH:23]=[CH:24][CH:25]=3)[C:20]([CH:27]3[CH2:29][CH2:28]3)=[CH:19][CH:18]=2)[C:6]([S:9]CCC(OCC)=O)=[N:7][N:8]=1.Cl. (3) Given the product [CH3:27][O:26][C:23]1[CH:24]=[CH:25][C:20]([C:18]([C:15]2[CH:16]=[CH:17][C:12]([NH:11][S:7]([C:1]3[CH:6]=[CH:5][CH:4]=[CH:3][CH:2]=3)(=[O:9])=[O:8])=[CH:13][CH:14]=2)=[O:19])=[CH:21][CH:22]=1, predict the reactants needed to synthesize it. The reactants are: [C:1]1([S:7](Cl)(=[O:9])=[O:8])[CH:6]=[CH:5][CH:4]=[CH:3][CH:2]=1.[NH2:11][C:12]1[CH:17]=[CH:16][C:15]([C:18]([C:20]2[CH:25]=[CH:24][C:23]([O:26][CH3:27])=[CH:22][CH:21]=2)=[O:19])=[CH:14][CH:13]=1.N1C=CC=CC=1. (4) Given the product [F:48][C:30]1[C:29]([N:49]2[CH2:54][CH2:53][O:52][CH2:51][CH2:50]2)=[CH:38][C:37]2[NH:36][CH:35]=[C:34]3[C:39](=[O:47])[N:40]([C:42]4[CH:46]=[CH:45][S:44][CH:43]=4)[N:41]=[C:33]3[C:32]=2[CH:31]=1, predict the reactants needed to synthesize it. The reactants are: FC1C(N2CCNCC2)=CC2NC=C3C(=O)N(C4C=CC=CC=4)N=C3C=2C=1.F[C:29]1[C:30]([F:48])=[CH:31][C:32]2[C:33]3[C:34]([C:39](=[O:47])[N:40]([C:42]4[CH:46]=[CH:45][S:44][CH:43]=4)[N:41]=3)=[CH:35][NH:36][C:37]=2[CH:38]=1.[NH:49]1[CH2:54][CH2:53][O:52][CH2:51][CH2:50]1. (5) The reactants are: Br[C:2]1[CH:3]=[C:4]([C:8]2[N:17]=[C:16]([C:18]([O:20][CH2:21][CH3:22])=[O:19])[C:15]3[C:10](=[CH:11][CH:12]=[C:13]([O:23][CH3:24])[CH:14]=3)[N:9]=2)[CH:5]=[CH:6][CH:7]=1.[C:25]([C@:27]1([OH:34])[CH2:31][CH2:30][N:29]([CH3:32])[C:28]1=[O:33])#[CH:26]. Given the product [OH:34][C@@:27]1([C:25]#[C:26][C:2]2[CH:3]=[C:4]([C:8]3[N:17]=[C:16]([C:18]([O:20][CH2:21][CH3:22])=[O:19])[C:15]4[C:10](=[CH:11][CH:12]=[C:13]([O:23][CH3:24])[CH:14]=4)[N:9]=3)[CH:5]=[CH:6][CH:7]=2)[CH2:31][CH2:30][N:29]([CH3:32])[C:28]1=[O:33], predict the reactants needed to synthesize it. (6) The reactants are: [CH:1]1([C@@H:7]([NH:9][C:10]([C:12]2[C:21]3[C:16](=[CH:17][CH:18]=[CH:19][CH:20]=3)[N:15]=[C:14]([C:22]3[CH:27]=[CH:26][CH:25]=[CH:24][CH:23]=3)[C:13]=2[CH2:28]Br)=[O:11])[CH3:8])[CH2:6][CH2:5][CH2:4][CH2:3][CH2:2]1.[NH:30]1[CH2:34][CH2:33][NH:32][C:31]1=[O:35].C([O-])([O-])=O.[K+].[K+]. Given the product [CH:1]1([C@@H:7]([NH:9][C:10]([C:12]2[C:21]3[C:16](=[CH:17][CH:18]=[CH:19][CH:20]=3)[N:15]=[C:14]([C:22]3[CH:27]=[CH:26][CH:25]=[CH:24][CH:23]=3)[C:13]=2[CH2:28][N:30]2[CH2:34][CH2:33][NH:32][C:31]2=[O:35])=[O:11])[CH3:8])[CH2:6][CH2:5][CH2:4][CH2:3][CH2:2]1, predict the reactants needed to synthesize it. (7) The reactants are: [NH:1]1[C:9]2[C:4](=[CH:5][CH:6]=[CH:7][CH:8]=2)[C:3]([C:10]2[CH2:11][CH2:12][N:13](C(OC(C)(C)C)=O)[CH2:14][CH:15]=2)=[CH:2]1.[H-].[Na+].F[C:26]1[CH:31]=[CH:30][C:29]([N+:32]([O-:34])=[O:33])=[CH:28][CH:27]=1.C(O)(C(F)(F)F)=O. Given the product [N+:32]([C:29]1[CH:30]=[CH:31][C:26]([N:1]2[C:9]3[C:4](=[CH:5][CH:6]=[CH:7][CH:8]=3)[C:3]([C:10]3[CH2:11][CH2:12][NH:13][CH2:14][CH:15]=3)=[CH:2]2)=[CH:27][CH:28]=1)([O-:34])=[O:33], predict the reactants needed to synthesize it. (8) Given the product [F:1][C:2]1[CH:3]=[C:4]([NH:5][C:15]2[N:20]=[C:19]([C:21]([F:24])([F:23])[F:22])[CH:18]=[CH:17][N:16]=2)[CH:6]=[C:7]([C:9]2[S:13][CH:12]=[N:11][CH:10]=2)[CH:8]=1, predict the reactants needed to synthesize it. The reactants are: [F:1][C:2]1[CH:3]=[C:4]([CH:6]=[C:7]([C:9]2[S:13][CH:12]=[N:11][CH:10]=2)[CH:8]=1)[NH2:5].Cl[C:15]1[N:20]=[C:19]([C:21]([F:24])([F:23])[F:22])[CH:18]=[CH:17][N:16]=1.CC1(C)C2C(=C(P(C3C=CC=CC=3)C3C=CC=CC=3)C=CC=2)OC2C(P(C3C=CC=CC=3)C3C=CC=CC=3)=CC=CC1=2.C(=O)([O-])[O-].[Cs+].[Cs+]. (9) Given the product [CH2:13]([C:3]([OH:4])([C:5]([F:8])([F:7])[F:6])[C:2]([F:10])([F:9])[F:1])[CH:12]=[CH2:11], predict the reactants needed to synthesize it. The reactants are: [F:1][C:2]([F:10])([F:9])[C:3]([C:5]([F:8])([F:7])[F:6])=[O:4].[CH2:11](Br)[CH:12]=[CH2:13].Cl. (10) Given the product [C:1]([O:5][C:6]([N:8]1[CH2:9][CH2:10][CH:11]([C:14]2[CH:19]=[CH:18][CH:17]=[CH:16][C:15]=2[C:20]#[N:21])[CH2:12][CH2:13]1)=[O:7])([CH3:4])([CH3:2])[CH3:3], predict the reactants needed to synthesize it. The reactants are: [C:1]([O:5][C:6]([N:8]1[CH2:13][CH:12]=[C:11]([C:14]2[CH:19]=[CH:18][CH:17]=[CH:16][C:15]=2[C:20]#[N:21])[CH2:10][CH2:9]1)=[O:7])([CH3:4])([CH3:3])[CH3:2].C([O-])=O.[NH4+].